From a dataset of NCI-60 drug combinations with 297,098 pairs across 59 cell lines. Regression. Given two drug SMILES strings and cell line genomic features, predict the synergy score measuring deviation from expected non-interaction effect. (1) Drug 1: CC(C)(C#N)C1=CC(=CC(=C1)CN2C=NC=N2)C(C)(C)C#N. Drug 2: B(C(CC(C)C)NC(=O)C(CC1=CC=CC=C1)NC(=O)C2=NC=CN=C2)(O)O. Cell line: HCT116. Synergy scores: CSS=47.3, Synergy_ZIP=8.86, Synergy_Bliss=7.00, Synergy_Loewe=-13.0, Synergy_HSA=8.23. (2) Cell line: OVCAR-5. Drug 2: CC(C)CN1C=NC2=C1C3=CC=CC=C3N=C2N. Drug 1: COC1=C2C(=CC3=C1OC=C3)C=CC(=O)O2. Synergy scores: CSS=-0.747, Synergy_ZIP=0.774, Synergy_Bliss=1.08, Synergy_Loewe=-0.760, Synergy_HSA=-1.01. (3) Drug 1: CC1CCC2CC(C(=CC=CC=CC(CC(C(=O)C(C(C(=CC(C(=O)CC(OC(=O)C3CCCCN3C(=O)C(=O)C1(O2)O)C(C)CC4CCC(C(C4)OC)O)C)C)O)OC)C)C)C)OC. Drug 2: CC(C)CN1C=NC2=C1C3=CC=CC=C3N=C2N. Cell line: NCI-H226. Synergy scores: CSS=13.2, Synergy_ZIP=-4.19, Synergy_Bliss=-3.49, Synergy_Loewe=-9.56, Synergy_HSA=-1.08.